This data is from Catalyst prediction with 721,799 reactions and 888 catalyst types from USPTO. The task is: Predict which catalyst facilitates the given reaction. (1) Reactant: [CH3:1][O:2][C:3]1[CH:4]=[C:5]([C:14](=[O:31])[CH2:15][CH2:16][C:17]([C:19]2[CH:24]=[C:23]([O:25][CH3:26])[C:22]([O:27][CH3:28])=[C:21]([O:29][CH3:30])[CH:20]=2)=[O:18])[CH:6]=[C:7]([I:13])[C:8]=1[O:9][CH2:10][CH2:11][OH:12].O1CCCC1.CO.[BH4-].[Na+]. Product: [CH3:1][O:2][C:3]1[CH:4]=[C:5]([CH:14]([OH:31])[CH2:15][CH2:16][CH:17]([C:19]2[CH:20]=[C:21]([O:29][CH3:30])[C:22]([O:27][CH3:28])=[C:23]([O:25][CH3:26])[CH:24]=2)[OH:18])[CH:6]=[C:7]([I:13])[C:8]=1[O:9][CH2:10][CH2:11][OH:12]. The catalyst class is: 6. (2) Reactant: [C:1]([CH:4]([CH2:9][CH2:10][CH2:11][CH:12]1[CH2:17][CH2:16][CH2:15][CH2:14][CH2:13]1)[C:5]([O:7]C)=[O:6])(=[O:3])[CH3:2].[OH-].[K+]. Product: [C:1]([CH:4]([CH2:9][CH2:10][CH2:11][CH:12]1[CH2:13][CH2:14][CH2:15][CH2:16][CH2:17]1)[C:5]([OH:7])=[O:6])(=[O:3])[CH3:2]. The catalyst class is: 4. (3) Reactant: [OH-].[NH4+:2].[CH2:3]([O:5][C:6](=[O:40])[CH2:7][CH2:8][C:9]1[N:10]([C:30]2[CH:35]=[CH:34][C:33]([C:36](=[O:38])[NH2:37])=[CH:32][C:31]=2[CH3:39])[C:11]([C:14]2[CH:19]=[CH:18][C:17]([NH:20][C:21]([O:23]C3C=CC=CC=3)=O)=[CH:16][CH:15]=2)=[CH:12][CH:13]=1)[CH3:4].CS(C)=O. Product: [CH2:3]([O:5][C:6](=[O:40])[CH2:7][CH2:8][C:9]1[N:10]([C:30]2[CH:35]=[CH:34][C:33]([C:36](=[O:38])[NH2:37])=[CH:32][C:31]=2[CH3:39])[C:11]([C:14]2[CH:19]=[CH:18][C:17]([NH:20][C:21]([NH2:2])=[O:23])=[CH:16][CH:15]=2)=[CH:12][CH:13]=1)[CH3:4]. The catalyst class is: 6. (4) Reactant: [OH:1][CH2:2][CH:3]1[CH2:8][CH2:7][N:6]([C:9]([O:11][C:12]([CH3:15])([CH3:14])[CH3:13])=[O:10])[CH2:5][CH2:4]1.C(N(CC)CC)C. Product: [CH:2]([CH:3]1[CH2:8][CH2:7][N:6]([C:9]([O:11][C:12]([CH3:15])([CH3:14])[CH3:13])=[O:10])[CH2:5][CH2:4]1)=[O:1]. The catalyst class is: 764. (5) Reactant: [Br:1][C:2]1[NH:3][C:4]([Br:8])=[C:5]([Br:7])[N:6]=1.[H-].[Na+].[CH3:11][Si:12]([CH2:15][CH2:16][O:17][CH2:18]Cl)([CH3:14])[CH3:13]. Product: [Br:1][C:2]1[N:3]([CH2:18][O:17][CH2:16][CH2:15][Si:12]([CH3:14])([CH3:13])[CH3:11])[C:4]([Br:8])=[C:5]([Br:7])[N:6]=1. The catalyst class is: 1. (6) Reactant: [CH2:1]([O:3][C:4]([C:6]1[S:10][C:9]([NH:11][C:12](=[O:27])[C:13]([NH:16]C(OCC2C=CC=CC=2)=O)([CH3:15])[CH3:14])=[N:8][C:7]=1[C:28]1[CH:33]=[CH:32][CH:31]=[CH:30][CH:29]=1)=[O:5])[CH3:2].Br.[OH-].[K+]. Product: [CH2:1]([O:3][C:4]([C:6]1[S:10][C:9]([NH:11][C:12](=[O:27])[C:13]([NH2:16])([CH3:15])[CH3:14])=[N:8][C:7]=1[C:28]1[CH:33]=[CH:32][CH:31]=[CH:30][CH:29]=1)=[O:5])[CH3:2]. The catalyst class is: 15. (7) Reactant: N#N.Cl.Cl.[NH:5]1[C:9]2[CH:10]=[CH:11][CH:12]=[CH:13][C:8]=2[N:7]=[C:6]1[C@H:14]([NH2:25])[CH2:15][C:16]1[CH:21]=[CH:20][C:19]([O:22][CH2:23][CH3:24])=[CH:18][CH:17]=1.CCN(C(C)C)C(C)C.[C:35](N1C=CN=C1)(N1C=CN=C1)=[O:36]. Product: [CH2:23]([O:22][C:19]1[CH:20]=[CH:21][C:16]([CH2:15][CH:14]2[C:6]3=[N:7][C:8]4[CH:13]=[CH:12][CH:11]=[CH:10][C:9]=4[N:5]3[C:35](=[O:36])[NH:25]2)=[CH:17][CH:18]=1)[CH3:24]. The catalyst class is: 20.